Dataset: Peptide-MHC class I binding affinity with 185,985 pairs from IEDB/IMGT. Task: Regression. Given a peptide amino acid sequence and an MHC pseudo amino acid sequence, predict their binding affinity value. This is MHC class I binding data. (1) The peptide sequence is AEMKTDAATLA. The MHC is HLA-A24:02 with pseudo-sequence HLA-A24:02. The binding affinity (normalized) is 0. (2) The peptide sequence is IAHVRDVVM. The MHC is HLA-A01:01 with pseudo-sequence HLA-A01:01. The binding affinity (normalized) is 0.0847. (3) The peptide sequence is EVNAHIHTM. The MHC is HLA-B51:01 with pseudo-sequence HLA-B51:01. The binding affinity (normalized) is 0.0847. (4) The binding affinity (normalized) is 0.00616. The peptide sequence is LIPETVPYI. The MHC is HLA-B07:02 with pseudo-sequence HLA-B07:02.